From a dataset of Forward reaction prediction with 1.9M reactions from USPTO patents (1976-2016). Predict the product of the given reaction. Given the reactants [OH:1][C:2]1[C:7]2[C@@:8]3([OH:45])[C@@:21]([O:25][CH3:26])([C@H:22]([OH:24])[CH2:23][C:6]=2[CH:5]=[C:4]([CH3:46])[C:3]=1[C:47](O)=[O:48])[C:20](=[O:27])[C:19]1[C:10](=[CH:11][C:12]2[C:13](=[O:43])[C:14]([NH:30][CH:31]4[C@H:36]([O:37][CH3:38])[C@H:35]([OH:39])[C@@H:34]([O:40][CH3:41])[C@H:33]([CH3:42])[O:32]4)=[CH:15][C:16](=[O:29])[C:17]=2[C:18]=1[OH:28])[C:9]3=[O:44].O.O[N:52]1C2C=CC=CC=2N=N1.N, predict the reaction product. The product is: [OH:1][C:2]1[C:7]2[C:8]3([OH:45])[C:21]([O:25][CH3:26])([CH:22]([OH:24])[CH2:23][C:6]=2[CH:5]=[C:4]([CH3:46])[C:3]=1[C:47]([NH2:52])=[O:48])[C:20](=[O:27])[C:19]1[C:10](=[CH:11][C:12]2[C:13](=[O:43])[C:14]([NH:30][C@@H:31]4[CH:36]([O:37][CH3:38])[C@H:35]([OH:39])[C@@H:34]([O:40][CH3:41])[C@H:33]([CH3:42])[O:32]4)=[CH:15][C:16](=[O:29])[C:17]=2[C:18]=1[OH:28])[C:9]3=[O:44].